This data is from Full USPTO retrosynthesis dataset with 1.9M reactions from patents (1976-2016). The task is: Predict the reactants needed to synthesize the given product. Given the product [CH3:1][C:2]12[C:14]3[C:6](=[CH:7][CH:8]=[C:9]([NH:15][C:16]([C:18]4[CH:19]=[CH:20][C:21]([C:24]([OH:26])=[O:25])=[N:22][CH:23]=4)=[O:17])[C:10]=3[CH2:11][CH2:12][CH2:13]1)[CH2:5][CH2:4][CH2:3]2, predict the reactants needed to synthesize it. The reactants are: [CH3:1][C:2]12[C:14]3[C:6](=[CH:7][CH:8]=[C:9]([NH:15][C:16]([C:18]4[CH:19]=[CH:20][C:21]([C:24]([O:26]C)=[O:25])=[N:22][CH:23]=4)=[O:17])[C:10]=3[CH2:11][CH2:12][CH2:13]1)[CH2:5][CH2:4][CH2:3]2.[OH-].[Na+].Cl.